From a dataset of Catalyst prediction with 721,799 reactions and 888 catalyst types from USPTO. Predict which catalyst facilitates the given reaction. (1) Reactant: [CH:1]([C:4]1[C:5]2[C:9]([CH:10]=[CH:11][CH:12]=1)=[N:8][N:7]1[C:13]([CH:18]3[CH2:23][CH2:22][N:21](C(OC(C)(C)C)=O)[CH2:20][CH2:19]3)=[CH:14][C:15](=[O:17])[NH:16][C:6]=21)([CH3:3])[CH3:2].[ClH:31]. Product: [ClH:31].[CH:1]([C:4]1[C:5]2[C:9]([CH:10]=[CH:11][CH:12]=1)=[N:8][N:7]1[C:13]([CH:18]3[CH2:23][CH2:22][NH:21][CH2:20][CH2:19]3)=[CH:14][C:15](=[O:17])[NH:16][C:6]=21)([CH3:3])[CH3:2]. The catalyst class is: 12. (2) Reactant: [O:1]=[C:2]1[C:10]2[CH:9]=[C:8]3[O:11][CH2:12][O:13][C:7]3=[CH:6][C:5]=2[C:4](=[O:14])[N:3]1[CH2:15][CH2:16][CH:17]1[CH2:22][CH2:21][N:20](C(OC(C)(C)C)=O)[CH2:19][CH2:18]1.[ClH:30]. Product: [ClH:30].[NH:20]1[CH2:21][CH2:22][CH:17]([CH2:16][CH2:15][N:3]2[C:4](=[O:14])[C:5]3[CH:6]=[C:7]4[O:13][CH2:12][O:11][C:8]4=[CH:9][C:10]=3[C:2]2=[O:1])[CH2:18][CH2:19]1. The catalyst class is: 13. (3) Reactant: CS([C:5]1[N:10]=[C:9]([C:11]2[S:15][C:14]([CH2:16][CH2:17][C:18]([CH3:21])([OH:20])[CH3:19])=[CH:13][CH:12]=2)[C:8]([O:22][CH3:23])=[CH:7][N:6]=1)(=O)=O.[CH3:24][C:25]1([CH3:34])[CH2:30][CH:29]([NH2:31])[CH2:28][C:27]([CH3:33])([CH3:32])[NH:26]1.CCN(C(C)C)C(C)C. Product: [CH3:23][O:22][C:8]1[C:9]([C:11]2[S:15][C:14]([CH2:16][CH2:17][C:18]([CH3:21])([OH:20])[CH3:19])=[CH:13][CH:12]=2)=[N:10][C:5]([NH:31][CH:29]2[CH2:30][C:25]([CH3:34])([CH3:24])[NH:26][C:27]([CH3:33])([CH3:32])[CH2:28]2)=[N:6][CH:7]=1. The catalyst class is: 5. (4) The catalyst class is: 6. Reactant: C(=O)([O-])[O-].[K+].[K+].CN(C)C=O.F[C:13]1[CH:22]=[C:21]([NH:23][C:24]([C:26]2[CH:31]=[CH:30][CH:29]=[CH:28][N:27]=2)=[O:25])[C:20]([N+:32]([O-:34])=[O:33])=[CH:19][C:14]=1[C:15]([O:17][CH3:18])=[O:16].[CH2:35]([S:37]([C:40]1[CH:45]=[CH:44][C:43]([OH:46])=[CH:42][CH:41]=1)(=[O:39])=[O:38])[CH3:36]. Product: [CH2:35]([S:37]([C:40]1[CH:45]=[CH:44][C:43]([O:46][C:13]2[CH:22]=[C:21]([NH:23][C:24]([C:26]3[CH:31]=[CH:30][CH:29]=[CH:28][N:27]=3)=[O:25])[C:20]([N+:32]([O-:34])=[O:33])=[CH:19][C:14]=2[C:15]([O:17][CH3:18])=[O:16])=[CH:42][CH:41]=1)(=[O:39])=[O:38])[CH3:36]. (5) Reactant: C[O:2][C:3](=[O:25])[CH:4]([C:11]1[CH:16]=[CH:15][C:14]([O:17][CH2:18][C:19]2[CH:24]=[CH:23][CH:22]=[CH:21][CH:20]=2)=[CH:13][CH:12]=1)[CH2:5][CH:6]1[CH2:10][CH2:9][CH2:8][CH2:7]1.[OH-].[Na+].O. Product: [CH2:18]([O:17][C:14]1[CH:13]=[CH:12][C:11]([CH:4]([CH2:5][CH:6]2[CH2:10][CH2:9][CH2:8][CH2:7]2)[C:3]([OH:25])=[O:2])=[CH:16][CH:15]=1)[C:19]1[CH:20]=[CH:21][CH:22]=[CH:23][CH:24]=1. The catalyst class is: 670. (6) The catalyst class is: 39. Product: [F:78][C:73]1[CH:72]=[C:71]([CH2:70][C@H:69]([NH:79][C:80](=[O:97])[C:81]2[CH:86]=[C:85]([N:87]3[CH2:91][CH2:90][CH2:89][C:88]3=[O:92])[CH:84]=[C:83]([O:93][CH:94]([CH3:96])[CH3:95])[CH:82]=2)[C@H:68]([OH:67])[C@H:98]2[CH2:102][C@@H:101]([O:103][CH2:104][CH2:105][CH3:106])[CH2:100][NH:99]2)[CH:76]=[C:75]([F:77])[CH:74]=1. Reactant: [Si](O[C@H]([C@H]1C[C@@H](OCCC)CN1C(OC(C)(C)C)=O)[C@@H](NC(=O)C1C=C(C2OC=CN=2)C=C(C(N2CCC[C@@H]2COC)=O)C=1)CC1C=C(F)C=C(F)C=1)(C(C)(C)C)(C)C.[Si]([O:67][C@H:68]([C@H:98]1[CH2:102][C@@H:101]([O:103][CH2:104][CH2:105][CH3:106])[CH2:100][N:99]1C(OC(C)(C)C)=O)[C@@H:69]([NH:79][C:80](=[O:97])[C:81]1[CH:86]=[C:85]([N:87]2[CH2:91][CH2:90][CH2:89][C:88]2=[O:92])[CH:84]=[C:83]([O:93][CH:94]([CH3:96])[CH3:95])[CH:82]=1)[CH2:70][C:71]1[CH:76]=[C:75]([F:77])[CH:74]=[C:73]([F:78])[CH:72]=1)(C(C)(C)C)(C)C.[Si](O[C@H]([C@H]1C[C@@H](OCCC)CN1C(OC(C)(C)C)=O)[C@@H](NC(=O)C1C=C(N2CCCC2=O)C=C(O)C=1)CC1C=C(F)C=C(F)C=1)(C(C)(C)C)(C)C.C(=O)([O-])[O-].[Cs+].[Cs+].IC(C)C.